Task: Predict the product of the given reaction.. Dataset: Forward reaction prediction with 1.9M reactions from USPTO patents (1976-2016) (1) Given the reactants Cl.Cl.[CH:3]([N:6]1[CH2:11][CH2:10][CH:9]([O:12][CH:13]2[CH2:18][CH2:17][NH:16][CH2:15][CH2:14]2)[CH2:8][CH2:7]1)([CH3:5])[CH3:4].Br[C:20]1[CH:21]=[N:22][C:23]([C:26]([F:29])([F:28])[F:27])=[N:24][CH:25]=1, predict the reaction product. The product is: [CH3:4][CH:3]([N:6]1[CH2:11][CH2:10][CH:9]([O:12][CH:13]2[CH2:18][CH2:17][N:16]([C:20]3[CH:21]=[N:22][C:23]([C:26]([F:29])([F:28])[F:27])=[N:24][CH:25]=3)[CH2:15][CH2:14]2)[CH2:8][CH2:7]1)[CH3:5]. (2) Given the reactants [Br:1][C:2]1[CH:3]=[C:4]([C:11]([F:14])([F:13])[F:12])[C:5]([CH3:10])=[C:6]([CH2:8][OH:9])[CH:7]=1.C(N(CC)CC)C.[CH3:22][S:23](Cl)(=[O:25])=[O:24], predict the reaction product. The product is: [CH3:22][S:23]([O:9][CH2:8][C:6]1[CH:7]=[C:2]([Br:1])[CH:3]=[C:4]([C:11]([F:12])([F:13])[F:14])[C:5]=1[CH3:10])(=[O:25])=[O:24]. (3) Given the reactants [CH3:1][C:2]1[CH:6]=[C:5]([N:7]2[CH2:11][CH2:10][N:9]([CH2:12][CH2:13][O:14][C:15]3[CH:20]=[CH:19][CH:18]=[CH:17][CH:16]=3)[C:8]2=[O:21])[S:4][C:3]=1[C:22](O)=[O:23].ON1C2C=CC=CC=2N=N1.Cl.C(N=C=NCCCN(C)C)C.C(N(CC)C(C)C)(C)C.[NH2:56][CH2:57][C:58]1[CH:59]=[N:60][CH:61]=[CH:62][CH:63]=1, predict the reaction product. The product is: [CH3:1][C:2]1[CH:6]=[C:5]([N:7]2[CH2:11][CH2:10][N:9]([CH2:12][CH2:13][O:14][C:15]3[CH:16]=[CH:17][CH:18]=[CH:19][CH:20]=3)[C:8]2=[O:21])[S:4][C:3]=1[C:22]([NH:56][CH2:57][C:58]1[CH:59]=[N:60][CH:61]=[CH:62][CH:63]=1)=[O:23]. (4) Given the reactants Br[C:2]1[CH:3]=[C:4]([CH:6]=[C:7]([Cl:9])[CH:8]=1)[NH2:5].C1(P(C2CCCCC2)C2C=CC=CC=2C2C(C(C)C)=CC(C(C)C)=CC=2C(C)C)CCCCC1.[NH:44]1[CH2:49][CH2:48][O:47][CH2:46][CH2:45]1.[Li+].C[Si]([N-][Si](C)(C)C)(C)C, predict the reaction product. The product is: [Cl:9][C:7]1[CH:6]=[C:4]([CH:3]=[C:2]([N:44]2[CH2:49][CH2:48][O:47][CH2:46][CH2:45]2)[CH:8]=1)[NH2:5]. (5) Given the reactants Cl.[Cl:2][C:3]1[C:8]([C:9]([NH2:11])=[NH:10])=[CH:7][N:6]=[C:5]([O:12][CH3:13])[CH:4]=1.C(=O)(O)[O-].[K+].Cl[CH2:20][C:21]([C:23]1[N:24]([CH:28]([CH3:30])[CH3:29])[N:25]=[CH:26][N:27]=1)=O, predict the reaction product. The product is: [Cl:2][C:3]1[C:8]([C:9]2[NH:11][CH:20]=[C:21]([C:23]3[N:24]([CH:28]([CH3:30])[CH3:29])[N:25]=[CH:26][N:27]=3)[N:10]=2)=[CH:7][N:6]=[C:5]([O:12][CH3:13])[CH:4]=1.